From a dataset of NCI-60 drug combinations with 297,098 pairs across 59 cell lines. Regression. Given two drug SMILES strings and cell line genomic features, predict the synergy score measuring deviation from expected non-interaction effect. Drug 1: CC1=C2C(C(=O)C3(C(CC4C(C3C(C(C2(C)C)(CC1OC(=O)C(C(C5=CC=CC=C5)NC(=O)OC(C)(C)C)O)O)OC(=O)C6=CC=CC=C6)(CO4)OC(=O)C)OC)C)OC. Drug 2: C1CN(CCN1C(=O)CCBr)C(=O)CCBr. Cell line: MDA-MB-231. Synergy scores: CSS=34.2, Synergy_ZIP=-7.56, Synergy_Bliss=-12.2, Synergy_Loewe=-9.05, Synergy_HSA=-7.75.